From a dataset of Forward reaction prediction with 1.9M reactions from USPTO patents (1976-2016). Predict the product of the given reaction. Given the reactants Cl[C:2]1[N:7]=[C:6]2[C:8]([C:30]3[CH:39]=[CH:38][C:37]4[C:32](=[CH:33][CH:34]=[CH:35][CH:36]=4)[CH:31]=3)=[N:9][N:10]([C:11]([C:24]3[CH:29]=[CH:28][CH:27]=[CH:26][CH:25]=3)([C:18]3[CH:23]=[CH:22][CH:21]=[CH:20][CH:19]=3)[C:12]3[CH:17]=[CH:16][CH:15]=[CH:14][CH:13]=3)[C:5]2=[CH:4][CH:3]=1.CC(C)([O-])C.[Na+].C(=[NH:59])(C1C=CC=CC=1)C1C=CC=CC=1.C1(P(C2C=CC=CC=2)C2C=CC3C(=CC=CC=3)C=2C2C3C(=CC=CC=3)C=CC=2P(C2C=CC=CC=2)C2C=CC=CC=2)C=CC=CC=1.C(=O)([O-])O.[Na+], predict the reaction product. The product is: [CH:31]1[C:32]2[C:37](=[CH:36][CH:35]=[CH:34][CH:33]=2)[CH:38]=[CH:39][C:30]=1[C:8]1[C:6]2=[N:7][C:2]([NH2:59])=[CH:3][CH:4]=[C:5]2[N:10]([C:11]([C:12]2[CH:17]=[CH:16][CH:15]=[CH:14][CH:13]=2)([C:18]2[CH:19]=[CH:20][CH:21]=[CH:22][CH:23]=2)[C:24]2[CH:25]=[CH:26][CH:27]=[CH:28][CH:29]=2)[N:9]=1.